From a dataset of Full USPTO retrosynthesis dataset with 1.9M reactions from patents (1976-2016). Predict the reactants needed to synthesize the given product. (1) Given the product [F:29][C:26]([F:27])([F:28])[C:24]1[CH:23]=[C:22]([C:30]2[CH:31]=[CH:32][C:33]([C:36]([F:39])([F:38])[F:37])=[CH:34][CH:35]=2)[N:21]=[C:20]([N:17]2[CH:18]=[N:19][C:15]([C:11]3[CH:10]=[C:9]([S:6]([NH2:5])(=[O:8])=[O:7])[CH:14]=[CH:13][CH:12]=3)=[N:16]2)[CH:25]=1, predict the reactants needed to synthesize it. The reactants are: C([NH:5][S:6]([C:9]1[CH:14]=[CH:13][CH:12]=[C:11]([C:15]2[N:19]=[CH:18][N:17]([C:20]3[CH:25]=[C:24]([C:26]([F:29])([F:28])[F:27])[CH:23]=[C:22]([C:30]4[CH:35]=[CH:34][C:33]([C:36]([F:39])([F:38])[F:37])=[CH:32][CH:31]=4)[N:21]=3)[N:16]=2)[CH:10]=1)(=[O:8])=[O:7])(C)(C)C.C(O)(C(F)(F)F)=O. (2) Given the product [OH:1][CH2:2][CH2:3][N:4]([CH:22]([CH3:24])[CH3:23])[C:5]([C:7]1[S:8][C:9]2[CH2:10][CH2:11][O:12][C:13]3[CH:20]=[C:19]([C:33]4[CH:34]=[N:35][N:36]([CH2:38][CH2:39][N:40]5[CH2:45][CH2:44][O:43][CH2:42][CH2:41]5)[CH:37]=4)[CH:18]=[CH:17][C:14]=3[C:15]=2[N:16]=1)=[O:6], predict the reactants needed to synthesize it. The reactants are: [OH:1][CH2:2][CH2:3][N:4]([CH:22]([CH3:24])[CH3:23])[C:5]([C:7]1[S:8][C:9]2[CH2:10][CH2:11][O:12][C:13]3[CH:20]=[C:19](Br)[CH:18]=[CH:17][C:14]=3[C:15]=2[N:16]=1)=[O:6].CC1(C)C(C)(C)OB([C:33]2[CH:34]=[N:35][N:36]([CH2:38][CH2:39][N:40]3[CH2:45][CH2:44][O:43][CH2:42][CH2:41]3)[CH:37]=2)O1. (3) Given the product [NH:4]1[CH:1]=[N:2][C:6]([S:7][C:49]2[C:50](=[O:57])[C:51]3[C:56](=[CH:55][CH:54]=[CH:53][CH:52]=3)/[C:47](=[N:46]/[S:43]([C:38]3[CH:39]=[CH:40][C:41]([Cl:42])=[C:36]([Cl:35])[CH:37]=3)(=[O:45])=[O:44])/[CH:48]=2)=[N:5]1.[CH3:1][N:2]1[C:6]([S:7][C:8]2[C:17](=[O:18])[C:16]3[C:11](=[CH:12][CH:13]=[CH:14][CH:15]=3)/[C:10](=[N:19]/[S:20]([C:23]3[CH:28]=[CH:27][C:26]([C:29]4[CH:34]=[CH:33][CH:32]=[CH:31][CH:30]=4)=[CH:25][CH:24]=3)(=[O:21])=[O:22])/[CH:9]=2)=[N:5][N:4]=[N:3]1, predict the reactants needed to synthesize it. The reactants are: [CH3:1][N:2]1[C:6]([S:7][C:8]2[C:17](=[O:18])[C:16]3[C:11](=[CH:12][CH:13]=[CH:14][CH:15]=3)/[C:10](=[N:19]/[S:20]([C:23]3[CH:28]=[CH:27][C:26]([C:29]4[CH:34]=[CH:33][CH:32]=[CH:31][CH:30]=4)=[CH:25][CH:24]=3)(=[O:22])=[O:21])/[CH:9]=2)=[N:5][N:4]=[N:3]1.[Cl:35][C:36]1[CH:37]=[C:38]([S:43](/[N:46]=[C:47]2\[CH:48]=[C:49](Cl)[C:50](=[O:57])[C:51]3[C:56]\2=[CH:55][CH:54]=[CH:53][CH:52]=3)(=[O:45])=[O:44])[CH:39]=[CH:40][C:41]=1[Cl:42].SC1N=CNN=1. (4) Given the product [S:1]1[C:5]2[CH2:6][CH2:7][CH2:8][CH2:9][C:4]=2[C:3]([CH:10]=[O:11])=[CH:2]1, predict the reactants needed to synthesize it. The reactants are: [S:1]1[C:5]2[CH2:6][CH2:7][CH2:8][CH2:9][C:4]=2[C:3]([CH2:10][OH:11])=[CH:2]1.CC(OI1(OC(C)=O)(OC(C)=O)OC(=O)C2C1=CC=CC=2)=O.C(OCC)C.[OH-].[Na+]. (5) Given the product [CH3:55][O:37][C:35](=[O:36])[C:34]1[CH:38]=[CH:39][C:31]([N:30]2[C:28](=[O:29])[C@H:9]3[C@H:8]([C:4]4[CH:5]=[CH:6][CH:7]=[C:2]([Cl:1])[C:3]=4[F:45])[C@:12]([C:15]4[CH:20]=[CH:19][C:18]([Cl:21])=[CH:17][C:16]=4[F:22])([C:13]#[N:14])[C@H:11]([CH2:23][C:24]([CH3:26])([CH3:25])[CH3:27])[N:10]3[C@@H:46]2[CH:47]([CH3:49])[CH3:48])=[CH:32][C:33]=1[O:53][CH3:52], predict the reactants needed to synthesize it. The reactants are: [Cl:1][C:2]1[C:3]([F:45])=[C:4]([C@@H:8]2[C@:12]([C:15]3[CH:20]=[CH:19][C:18]([Cl:21])=[CH:17][C:16]=3[F:22])([C:13]#[N:14])[C@H:11]([CH2:23][C:24]([CH3:27])([CH3:26])[CH3:25])[NH:10][C@H:9]2[C:28]([NH:30][C:31]2[CH:39]=[CH:38][C:34]([C:35]([OH:37])=[O:36])=[CH:33][C:32]=2OC(F)(F)F)=[O:29])[CH:5]=[CH:6][CH:7]=1.[CH:46](=O)[CH:47]([CH3:49])[CH3:48].C[C:52](O)=[O:53].[C:55](O[BH-](OC(=O)C)OC(=O)C)(=O)C.[Na+]. (6) Given the product [NH2:9][C@H:4]1[CH2:5][CH:6]=[CH:7][CH2:8][N:2]([CH3:1])[C:3]1=[O:17], predict the reactants needed to synthesize it. The reactants are: [CH3:1][N:2]1[CH2:8][CH:7]=[CH:6][CH2:5][C@H:4]([NH:9]C(=O)OC(C)(C)C)[C:3]1=[O:17].Cl. (7) Given the product [CH3:3][NH:5][C:6]1[CH:15]=[CH:14][C:9]2[N:10]=[C:11]([CH3:13])[O:12][C:8]=2[CH:7]=1, predict the reactants needed to synthesize it. The reactants are: FC(F)(F)[C:3]([N:5](C)[C:6]1[CH:15]=[CH:14][C:9]2[N:10]=[C:11]([CH3:13])[O:12][C:8]=2[CH:7]=1)=O.C([O-])([O-])=O.[K+].[K+]. (8) The reactants are: [C:1]([NH:4][C:5]1[C:6]([I:31])=[C:7]([C:22]([N:24]([CH2:28][CH2:29][OH:30])[CH2:25][CH2:26][OH:27])=[O:23])[C:8]([I:21])=[C:9]([C:19]=1[I:20])[C:10]([N:12]([CH2:16][CH2:17][OH:18])[CH2:13][CH2:14][OH:15])=[O:11])(=[O:3])[CH3:2].[OH-:32].[K+].B(O)(O)O.Cl[CH2:39][C:40]1([CH2:43]Cl)[CH2:42][O:41]1. Given the product [OH:32][C:40]([CH2:42][OH:41])([CH2:43][N:4]([C:5]1[C:19]([I:20])=[C:9]([C:10]([N:12]([CH2:13][CH2:14][OH:15])[CH2:16][CH2:17][OH:18])=[O:11])[C:8]([I:21])=[C:7]([C:6]=1[I:31])[C:22]([N:24]([CH2:28][CH2:29][OH:30])[CH2:25][CH2:26][OH:27])=[O:23])[C:1](=[O:3])[CH3:2])[CH2:39][N:4]([C:5]1[C:19]([I:20])=[C:9]([C:10]([N:12]([CH2:13][CH2:14][OH:15])[CH2:16][CH2:17][OH:18])=[O:11])[C:8]([I:21])=[C:7]([C:6]=1[I:31])[C:22]([N:24]([CH2:25][CH2:26][OH:27])[CH2:28][CH2:29][OH:30])=[O:23])[C:1](=[O:3])[CH3:2], predict the reactants needed to synthesize it. (9) Given the product [C:4]([O:3][C:1](=[O:2])[N:8]([CH:9]1[CH2:10][CH2:11][CH:12]([N:15]([C:16]([C:18]2[S:22][C:21]3[C:23]([F:28])=[CH:24][CH:25]=[C:26]([F:27])[C:20]=3[C:19]=2[Cl:29])=[O:17])[CH2:30][C:31]2[CH:32]=[C:33]([C:44]3[CH:45]=[N:46][CH:47]=[N:48][CH:49]=3)[CH:34]=[CH:35][C:36]=2[O:37][CH3:38])[CH2:13][CH2:14]1)[CH3:42])([CH3:6])([CH3:7])[CH3:5], predict the reactants needed to synthesize it. The reactants are: [C:1]([N:8]([CH3:42])[CH:9]1[CH2:14][CH2:13][CH:12]([N:15]([CH2:30][C:31]2[CH:32]=[C:33](B(O)O)[CH:34]=[CH:35][C:36]=2[O:37][CH3:38])[C:16]([C:18]2[S:22][C:21]3[C:23]([F:28])=[CH:24][CH:25]=[C:26]([F:27])[C:20]=3[C:19]=2[Cl:29])=[O:17])[CH2:11][CH2:10]1)([O:3][C:4]([CH3:7])([CH3:6])[CH3:5])=[O:2].Br[C:44]1[CH:45]=[N:46][CH:47]=[N:48][CH:49]=1. (10) Given the product [Cl-:45].[N:1]([CH2:4][CH2:5][CH2:6][CH2:7][CH2:8][CH2:9][CH2:10][C:11]([N:74]1[CH2:75][CH2:76][N:71]([C:69]([C:64]2[CH:65]=[CH:66][CH:67]=[CH:68][C:63]=2[C:59]2[C:60]3[C:51]([O:52][C:53]4[C:58]=2[CH:57]=[CH:56][C:55](=[N+:77]([CH2:80][CH3:81])[CH2:78][CH3:79])[CH:54]=4)=[CH:50][C:49]([N:48]([CH2:82][CH3:83])[CH2:46][CH3:47])=[CH:62][CH:61]=3)=[O:70])[CH2:72][CH2:73]1)=[O:13])=[N+:2]=[N-:3], predict the reactants needed to synthesize it. The reactants are: [N:1]([CH2:4][CH2:5][CH2:6][CH2:7][CH2:8][CH2:9][CH2:10][C:11]([OH:13])=O)=[N+:2]=[N-:3].CN(C(ON1N=NC2C=CC=CC1=2)=[N+](C)C)C.[B-](F)(F)(F)F.CCN(C(C)C)C(C)C.[Cl-:45].[CH2:46]([N:48]([CH2:82][CH3:83])[C:49]1[CH:50]=[C:51]2[C:60](=[CH:61][CH:62]=1)[C:59]([C:63]1[CH:68]=[CH:67][CH:66]=[CH:65][C:64]=1[C:69]([N:71]1[CH2:76][CH2:75][NH:74][CH2:73][CH2:72]1)=[O:70])=[C:58]1[C:53](=[CH:54][C:55](=[N+:77]([CH2:80][CH3:81])[CH2:78][CH3:79])[CH:56]=[CH:57]1)[O:52]2)[CH3:47].